Dataset: Reaction yield outcomes from USPTO patents with 853,638 reactions. Task: Predict the reaction yield, written as a fraction of the theoretical maximum amount of product (1.0 means a 100% yield; for example, 0.34 means a 34% yield). The reactants are [Br:1][C:2]1[CH:7]=[CH:6][C:5]([C@H:8]([NH2:10])[CH3:9])=[CH:4][CH:3]=1.[C:11]([O:17][CH2:18][CH3:19])(=[O:16])[CH2:12][C:13](O)=[O:14].C1C=CC2N(O)N=NC=2C=1. The catalyst is C(Cl)Cl. The product is [CH2:18]([O:17][C:11](=[O:16])[CH2:12][C:13]([NH:10][C@@H:8]([C:5]1[CH:6]=[CH:7][C:2]([Br:1])=[CH:3][CH:4]=1)[CH3:9])=[O:14])[CH3:19]. The yield is 0.710.